This data is from Blood-brain barrier permeability classification from the B3DB database. The task is: Regression/Classification. Given a drug SMILES string, predict its absorption, distribution, metabolism, or excretion properties. Task type varies by dataset: regression for continuous measurements (e.g., permeability, clearance, half-life) or binary classification for categorical outcomes (e.g., BBB penetration, CYP inhibition). Dataset: b3db_classification. The drug is NC(=S)[C@H]1[C@@H](S(=O)(=O)c2ccc(Cl)cc2)[C@H]1c1ccccc1. The result is 0 (does not penetrate BBB).